From a dataset of Full USPTO retrosynthesis dataset with 1.9M reactions from patents (1976-2016). Predict the reactants needed to synthesize the given product. Given the product [OH:1][C@H:2]1[C@H:7]([C:8]2[CH:13]=[CH:12][CH:11]=[CH:10][CH:9]=2)[CH2:6][CH2:5][N:4]([C:15]([O:17][C:18]([CH3:21])([CH3:20])[CH3:19])=[O:16])[CH2:3]1, predict the reactants needed to synthesize it. The reactants are: [OH:1][C@H:2]1[C@:7](O)([C:8]2[CH:13]=[CH:12][CH:11]=[CH:10][CH:9]=2)[CH2:6][CH2:5][N:4]([C:15]([O:17][C:18]([CH3:21])([CH3:20])[CH3:19])=[O:16])[CH2:3]1.